Dataset: Full USPTO retrosynthesis dataset with 1.9M reactions from patents (1976-2016). Task: Predict the reactants needed to synthesize the given product. (1) Given the product [F:1][C:2]1[C:7]([O:8][CH3:9])=[CH:6][C:5]([O:10][CH3:11])=[C:4]([F:12])[C:3]=1[CH2:13][CH2:14][C:15]1[CH:16]=[N:17][C:18]([NH:21][C:22]2[CH:27]=[CH:26][C:25]([N:28]3[CH2:33][CH2:32][N:31]([CH3:34])[CH2:30][CH2:29]3)=[C:24]([O:35][CH3:36])[CH:23]=2)=[N:19][CH:20]=1, predict the reactants needed to synthesize it. The reactants are: [F:1][C:2]1[C:7]([O:8][CH3:9])=[CH:6][C:5]([O:10][CH3:11])=[C:4]([F:12])[C:3]=1[C:13]#[C:14][C:15]1[CH:16]=[N:17][C:18]([NH:21][C:22]2[CH:27]=[CH:26][C:25]([N:28]3[CH2:33][CH2:32][N:31]([CH3:34])[CH2:30][CH2:29]3)=[C:24]([O:35][CH3:36])[CH:23]=2)=[N:19][CH:20]=1.O1CCCC1. (2) Given the product [CH2:1]([O:3][C:4]1[CH:9]=[C:8]([CH:10]=[O:11])[CH:7]=[C:6]([O:12][CH2:13][O:14][CH2:15][CH2:16][O:17][CH3:18])[C:5]=1[C:19]1[CH:24]=[CH:23][C:22]([F:25])=[CH:21][CH:20]=1)[CH3:2], predict the reactants needed to synthesize it. The reactants are: [CH2:1]([O:3][C:4]1[CH:9]=[C:8]([CH2:10][OH:11])[CH:7]=[C:6]([O:12][CH2:13][O:14][CH2:15][CH2:16][O:17][CH3:18])[C:5]=1[C:19]1[CH:24]=[CH:23][C:22]([F:25])=[CH:21][CH:20]=1)[CH3:2].C(N(CC)CC)C.CS(C)=O.O. (3) Given the product [CH3:60][O:59][C:57](=[O:58])[C:56]1[CH:61]=[CH:62][C:63]([O:65][CH2:35][CH2:34][O:33][C:20]2[C:21]([C:23]3[CH:28]=[CH:27][CH:26]=[C:25]([C:29]([F:32])([F:31])[F:30])[CH:24]=3)=[CH:22][C:17]([C:16](=[O:47])[NH:15][CH2:14][CH2:13][CH2:12][CH2:11][CH2:10][CH2:9][CH2:8][CH2:7][C:1]3[CH:6]=[CH:5][CH:4]=[CH:3][CH:2]=3)=[CH:18][C:19]=2[C:37]2[CH:42]=[CH:41][CH:40]=[C:39]([C:43]([F:46])([F:45])[F:44])[CH:38]=2)=[CH:64][C:55]=1[OH:54], predict the reactants needed to synthesize it. The reactants are: [C:1]1([CH2:7][CH2:8][CH2:9][CH2:10][CH2:11][CH2:12][CH2:13][CH2:14][NH:15][C:16](=[O:47])[C:17]2[CH:22]=[C:21]([C:23]3[CH:28]=[CH:27][CH:26]=[C:25]([C:29]([F:32])([F:31])[F:30])[CH:24]=3)[C:20]([O:33][CH2:34][CH2:35]Br)=[C:19]([C:37]3[CH:42]=[CH:41][CH:40]=[C:39]([C:43]([F:46])([F:45])[F:44])[CH:38]=3)[CH:18]=2)[CH:6]=[CH:5][CH:4]=[CH:3][CH:2]=1.C([O-])([O-])=O.[K+].[K+].[OH:54][C:55]1[CH:64]=[C:63]([OH:65])[CH:62]=[CH:61][C:56]=1[C:57]([O:59][CH3:60])=[O:58]. (4) Given the product [CH3:20][O:19][C:17]1[CH:16]=[CH:15][C:13]([NH:14][C:2]2[CH:9]=[CH:8][C:5]([C:6]#[N:7])=[CH:4][CH:3]=2)=[C:12]([C:11]([F:10])([F:21])[F:22])[CH:18]=1, predict the reactants needed to synthesize it. The reactants are: Br[C:2]1[CH:9]=[CH:8][C:5]([C:6]#[N:7])=[CH:4][CH:3]=1.[F:10][C:11]([F:22])([F:21])[C:12]1[CH:18]=[C:17]([O:19][CH3:20])[CH:16]=[CH:15][C:13]=1[NH2:14].